From a dataset of Forward reaction prediction with 1.9M reactions from USPTO patents (1976-2016). Predict the product of the given reaction. (1) Given the reactants O[C:2]1[C:11]2[C:6](=[CH:7][CH:8]=[CH:9][CH:10]=2)[C:5](=[O:12])[N:4]([C:13]2[CH:18]=[CH:17][CH:16]=[C:15]([C:19]([F:22])([F:21])[F:20])[CH:14]=2)[N:3]=1.P(Br)(Br)([Br:25])=O, predict the reaction product. The product is: [Br:25][C:2]1[C:11]2[C:6](=[CH:7][CH:8]=[CH:9][CH:10]=2)[C:5](=[O:12])[N:4]([C:13]2[CH:18]=[CH:17][CH:16]=[C:15]([C:19]([F:22])([F:21])[F:20])[CH:14]=2)[N:3]=1. (2) The product is: [CH3:15][O:14][C:10]1[CH:11]=[CH:12][CH:13]=[C:6]([O:5][CH2:1][CH2:2][CH3:3])[C:7]=1[CH:8]=[O:9]. Given the reactants [CH2:1](Br)[CH2:2][CH3:3].[OH:5][C:6]1[CH:13]=[CH:12][CH:11]=[C:10]([O:14][CH3:15])[C:7]=1[CH:8]=[O:9].C(=O)([O-])[O-].[K+].[K+].[I-].[K+], predict the reaction product. (3) Given the reactants [C:1](#[N:3])[CH3:2].C([Li])CCC.[CH3:9][O:10][C:11]1[CH:12]=[C:13]([CH:18]=[CH:19][N:20]=1)[C:14](OC)=[O:15], predict the reaction product. The product is: [C:1]([CH2:2][C:14]([C:13]1[CH:18]=[CH:19][N:20]=[C:11]([O:10][CH3:9])[CH:12]=1)=[O:15])#[N:3]. (4) Given the reactants O[C:2]1[CH:7]=[CH:6][C:5]([C:8](C)=[CH:9][C:10]2[CH:15]=[CH:14][C:13]([OH:16])=[CH:12][CH:11]=2)=CC=1.[OH:18]C1C=CC(C(NC2C=CC(O)=CC=2)=O)=CC=1.OC1C=CC(C=CC2C=CC(O)=CC=2)=CC=1.OC1C=CC(C(C#N)=CC2C=CC(O)=CC=2)=CC=1.OC1C=CC(C2(C3C=CC(O)=CC=3)CCCCC2)=CC=1.OC1C(C)=CC(O)=C(C)C=1.OC1C(OC)=CC(O)=C(OC)C=1.OC1C=CC(O)=CC=1C(C)(C)C.OC1C=C(C)C(O)=CC=1Br.OC1(O)C=CC([N+]([O-])=O)=C(O)C1.OC1(O)C=CC(C#N)=C(O)C1.OC1C=CC=CC=1C(C1C=CC=CC=1O)C1C=CC=CC=1O.C1C2C3C=CC(C2C=C1)C3.C1(O)C=CC=CC=1, predict the reaction product. The product is: [OH:16][C:13]1[CH:12]=[CH:11][C:10]([C:9]2[CH:8]=[CH:5][C:6]([OH:18])=[CH:7][CH:2]=2)=[CH:15][CH:14]=1. (5) Given the reactants Br[C:2]1[CH:7]=[CH:6][CH:5]=[C:4]([Br:8])[C:3]=1[CH3:9].[Li]CCCC.CN([CH:18]=[O:19])C, predict the reaction product. The product is: [Br:8][C:4]1[C:3]([CH3:9])=[C:2]([CH:7]=[CH:6][CH:5]=1)[CH:18]=[O:19]. (6) Given the reactants [NH3:1].[N+:2]([C:5]1[CH:6]=[C:7]([N:11]=[C:12]=[O:13])[CH:8]=[CH:9][CH:10]=1)([O-:4])=[O:3], predict the reaction product. The product is: [N+:2]([C:5]1[CH:6]=[C:7]([NH:11][C:12]([NH2:1])=[O:13])[CH:8]=[CH:9][CH:10]=1)([O-:4])=[O:3]. (7) Given the reactants Cl.Cl.CN(C=[N:7][N:8]=[CH:9][N:10]([CH3:12])[CH3:11])C.[Br:13][C:14]1[CH:15]=C([CH:18]=[CH:19][CH:20]=1)N.O, predict the reaction product. The product is: [Br:13][C:14]1[CH:15]=[C:11]([N:10]2[CH:9]=[N:8][N:7]=[CH:12]2)[CH:18]=[CH:19][CH:20]=1. (8) Given the reactants [Br:1][C:2]1[S:3][CH:4]=[CH:5][C:6]=1[CH:7]=[O:8].[C:9]1([CH2:15][CH2:16][CH2:17][Mg]Br)[CH:14]=[CH:13][CH:12]=[CH:11][CH:10]=1, predict the reaction product. The product is: [Br:1][C:2]1[S:3][CH:4]=[CH:5][C:6]=1[CH:7]([OH:8])[CH2:17][CH2:16][CH2:15][C:9]1[CH:14]=[CH:13][CH:12]=[CH:11][CH:10]=1.